This data is from Forward reaction prediction with 1.9M reactions from USPTO patents (1976-2016). The task is: Predict the product of the given reaction. The product is: [C:1]([C:3]1[CH:30]=[CH:29][C:6]2[NH:7][C:8]([CH:10]([C:17]3[C:25]([O:26][CH3:27])=[CH:24][C:23]([CH3:28])=[C:22]4[C:18]=3[CH:19]=[CH:20][NH:21]4)[CH2:11][CH2:12][C:13]([OH:15])=[O:14])=[N:9][C:5]=2[CH:4]=1)#[N:2]. Given the reactants [C:1]([C:3]1[CH:30]=[CH:29][C:6]2[NH:7][C:8]([CH:10]([C:17]3[C:25]([O:26][CH3:27])=[CH:24][C:23]([CH3:28])=[C:22]4[C:18]=3[CH:19]=[CH:20][NH:21]4)[CH2:11][CH2:12][C:13]([O:15]C)=[O:14])=[N:9][C:5]=2[CH:4]=1)#[N:2], predict the reaction product.